From a dataset of Peptide-MHC class II binding affinity with 134,281 pairs from IEDB. Regression. Given a peptide amino acid sequence and an MHC pseudo amino acid sequence, predict their binding affinity value. This is MHC class II binding data. (1) The peptide sequence is EKKYFAATKFEPLAA. The MHC is HLA-DPA10103-DPB10601 with pseudo-sequence HLA-DPA10103-DPB10601. The binding affinity (normalized) is 1.00. (2) The peptide sequence is GPIVHDAIHRSAARS. The MHC is DRB1_0401 with pseudo-sequence DRB1_0401. The binding affinity (normalized) is 0.735. (3) The MHC is HLA-DPA10201-DPB10101 with pseudo-sequence HLA-DPA10201-DPB10101. The binding affinity (normalized) is 0.227. The peptide sequence is YVLSSLHIYWGKE.